From a dataset of Reaction yield outcomes from USPTO patents with 853,638 reactions. Predict the reaction yield, written as a fraction of the theoretical maximum amount of product (1.0 means a 100% yield; for example, 0.34 means a 34% yield). (1) The reactants are C(OB([C:8]1[CH:13]=[CH:12][CH:11]=[CH:10][CH:9]=1)O)(C)(C)C.[C:14]([OH:18])(=[O:17])[CH:15]=O.[C:19]([O:23][C:24](=[O:32])[C:25]1[CH:30]=[CH:29][C:28]([NH2:31])=[CH:27][CH:26]=1)([CH3:22])([CH3:21])[CH3:20]. The catalyst is ClCCl. The product is [C:19]([O:23][C:24](=[O:32])[C:25]1[CH:26]=[CH:27][C:28]([NH:31][CH:15]([C:8]2[CH:9]=[CH:10][C:11]([C:19]([CH3:22])([CH3:21])[CH3:20])=[CH:12][CH:13]=2)[C:14]([OH:18])=[O:17])=[CH:29][CH:30]=1)([CH3:22])([CH3:20])[CH3:21]. The yield is 0.950. (2) The reactants are [F:1][C:2]1[CH:3]=[C:4]([N+:9]([O-:11])=[O:10])[CH:5]=[CH:6][C:7]=1F.C(=O)([O-])[O-].[K+].[K+].[CH3:18][NH:19][CH2:20][CH2:21][OH:22]. The catalyst is CS(C)=O. The product is [F:1][C:2]1[CH:3]=[C:4]([N+:9]([O-:11])=[O:10])[CH:5]=[CH:6][C:7]=1[N:19]([CH3:18])[CH2:20][CH2:21][OH:22]. The yield is 0.990. (3) The reactants are [N:1]1[C:10]2[C:5](=[CH:6][C:7]([CH2:11][N:12]3[C:16]4=[N:17][C:18]([C:21]5[CH:29]=[CH:28][C:24]([C:25]([OH:27])=O)=[CH:23][CH:22]=5)=[CH:19][CH:20]=[C:15]4[N:14]=[N:13]3)=[CH:8][CH:9]=2)[CH:4]=[CH:3][CH:2]=1.C1C=CC2N(O)N=NC=2C=1.CCN=C=NCCCN(C)C.Cl.C(N(CC)CC)C.[C:59]([N:66]1[CH2:71][CH2:70][CH:69]([NH2:72])[CH2:68][CH2:67]1)([O:61][C:62]([CH3:65])([CH3:64])[CH3:63])=[O:60]. The catalyst is CN(C=O)C.O. The product is [N:1]1[C:10]2[C:5](=[CH:6][C:7]([CH2:11][N:12]3[C:16]4=[N:17][C:18]([C:21]5[CH:22]=[CH:23][C:24]([C:25]([NH:72][CH:69]6[CH2:68][CH2:67][N:66]([C:59]([O:61][C:62]([CH3:65])([CH3:64])[CH3:63])=[O:60])[CH2:71][CH2:70]6)=[O:27])=[CH:28][CH:29]=5)=[CH:19][CH:20]=[C:15]4[N:14]=[N:13]3)=[CH:8][CH:9]=2)[CH:4]=[CH:3][CH:2]=1. The yield is 0.420. (4) The reactants are [CH2:1]([OH:8])[CH2:2][CH2:3][CH2:4][CH2:5][CH2:6][OH:7].[N+:9]([C:12]1[CH:19]=[CH:18][CH:17]=[C:16]([N+]([O-])=O)[C:13]=1[C:14]#[N:15])([O-:11])=[O:10]. No catalyst specified. The product is [OH:7][CH2:6][CH2:5][CH2:4][CH2:3][CH2:2][CH2:1][O:8][C:16]1[CH:17]=[CH:18][CH:19]=[C:12]([N+:9]([O-:11])=[O:10])[C:13]=1[C:14]#[N:15]. The yield is 0.880.